Dataset: Reaction yield outcomes from USPTO patents with 853,638 reactions. Task: Predict the reaction yield, written as a fraction of the theoretical maximum amount of product (1.0 means a 100% yield; for example, 0.34 means a 34% yield). (1) The reactants are [Cl:1][C:2]1[CH:7]=[CH:6][CH:5]=[CH:4][C:3]=1[CH2:8][N:9]1[C:13]([CH2:14]O)=[CH:12][N:11]=[C:10]1[S:16][CH2:17][CH2:18][CH3:19].S(Cl)([Cl:22])=O. No catalyst specified. The product is [ClH:1].[Cl:1][C:2]1[CH:7]=[CH:6][CH:5]=[CH:4][C:3]=1[CH2:8][N:9]1[C:13]([CH2:14][Cl:22])=[CH:12][N:11]=[C:10]1[S:16][CH2:17][CH2:18][CH3:19]. The yield is 0.940. (2) The reactants are [NH2:1][C:2]1[CH:10]=[C:9]([Cl:11])[CH:8]=[C:7]([Cl:12])[C:3]=1[C:4](O)=[O:5].Cl.C[N:15](C)CCCN=C=NCC.ON1C2C=CC=CC=2N=N1.CN1CCOCC1.[OH-].[NH4+]. The catalyst is C1COCC1. The product is [NH2:1][C:2]1[CH:10]=[C:9]([Cl:11])[CH:8]=[C:7]([Cl:12])[C:3]=1[C:4]([NH2:15])=[O:5]. The yield is 0.820. (3) The reactants are C([O:8][CH2:9][C:10]1[O:11][C:12]2[C:21]3[CH:20]([CH2:22][CH2:23][NH:24][C:25](=[O:27])[CH3:26])[CH2:19][CH2:18][C:17]=3[CH:16]=[CH:15][C:13]=2[N:14]=1)C1C=CC=CC=1. The catalyst is CO.[C].[Pd]. The product is [OH:8][CH2:9][C:10]1[O:11][C:12]2[C:21]3[CH:20]([CH2:22][CH2:23][NH:24][C:25](=[O:27])[CH3:26])[CH2:19][CH2:18][C:17]=3[CH:16]=[CH:15][C:13]=2[N:14]=1. The yield is 0.530. (4) The reactants are Br[C:2]1[CH:7]=[CH:6][C:5]([N+:8]([O-:10])=[O:9])=[CH:4][C:3]=1[N:11]([CH2:15][C:16]([CH3:18])=[CH2:17])[C:12](=[O:14])[CH3:13].C([O-])=O.[Na+].C([O-])(=O)C.[Na+]. The catalyst is O.[Cl-].C([N+](CC)(CC)CC)C.CN(C=O)C.C([O-])(=O)C.[Pd+2].C([O-])(=O)C. The product is [CH3:17][C:16]1([CH3:18])[C:2]2[C:3](=[CH:4][C:5]([N+:8]([O-:10])=[O:9])=[CH:6][CH:7]=2)[N:11]([C:12](=[O:14])[CH3:13])[CH2:15]1. The yield is 0.880. (5) The reactants are [N+:1]([C:4]1[CH:21]=[CH:20][C:7]([O:8][CH:9]2[CH2:14][CH2:13][CH:12]([C:15]([O:17][CH2:18][CH3:19])=[O:16])[CH2:11][CH2:10]2)=[CH:6][CH:5]=1)([O-])=O. The catalyst is CCO.C1COCC1.[Pd]. The product is [NH2:1][C:4]1[CH:5]=[CH:6][C:7]([O:8][C@H:9]2[CH2:14][CH2:13][C@H:12]([C:15]([O:17][CH2:18][CH3:19])=[O:16])[CH2:11][CH2:10]2)=[CH:20][CH:21]=1. The yield is 0.0400. (6) The reactants are [OH:1][CH2:2][CH2:3][CH2:4][C@@:5]1([C:29]2[CH:34]=[CH:33][CH:32]=[CH:31][CH:30]=2)[O:10][C:9](=[O:11])[N:8]([C@H:12]([C:14]2[CH:19]=[CH:18][C:17](B3OC(C)(C)C(C)(C)O3)=[CH:16][CH:15]=2)[CH3:13])[CH2:7][CH2:6]1.Br[C:36]1[CH:37]=[CH:38][C:39](=[O:43])[N:40]([CH3:42])[CH:41]=1.C([O-])([O-])=O.[Cs+].[Cs+]. The catalyst is O1CCOCC1.Cl[Pd](Cl)([P](C1C=CC=CC=1)(C1C=CC=CC=1)C1C=CC=CC=1)[P](C1C=CC=CC=1)(C1C=CC=CC=1)C1C=CC=CC=1. The product is [OH:1][CH2:2][CH2:3][CH2:4][C@@:5]1([C:29]2[CH:30]=[CH:31][CH:32]=[CH:33][CH:34]=2)[O:10][C:9](=[O:11])[N:8]([C@H:12]([C:14]2[CH:19]=[CH:18][C:17]([C:36]3[CH:37]=[CH:38][C:39](=[O:43])[N:40]([CH3:42])[CH:41]=3)=[CH:16][CH:15]=2)[CH3:13])[CH2:7][CH2:6]1. The yield is 0.370.